This data is from Catalyst prediction with 721,799 reactions and 888 catalyst types from USPTO. The task is: Predict which catalyst facilitates the given reaction. (1) Reactant: [CH3:1][C:2]1[C:6]([C:7]2[CH:16]=[C:15]3[C:10]([C:11]([OH:17])=[CH:12][CH:13]=[N:14]3)=[CH:9][CH:8]=2)=[C:5]([CH3:18])[O:4][N:3]=1.[N+:19]([O-])([OH:21])=[O:20]. Product: [CH3:1][C:2]1[C:6]([C:7]2[CH:16]=[C:15]3[C:10]([C:11]([OH:17])=[C:12]([N+:19]([O-:21])=[O:20])[CH:13]=[N:14]3)=[CH:9][CH:8]=2)=[C:5]([CH3:18])[O:4][N:3]=1. The catalyst class is: 796. (2) Reactant: Br[C:2]1[CH:7]=[CH:6][C:5]([C@@H:8]2[CH2:27][CH2:26][CH2:25][C@:9]32[N:13]([CH3:14])[C:12](=[O:15])[N:11]([C:16]2[CH:21]=[C:20]([Cl:22])[CH:19]=[C:18]([Cl:23])[CH:17]=2)[C:10]3=[O:24])=[CH:4][CH:3]=1.[C:28]1(B(O)O)[CH:33]=[CH:32][CH:31]=[CH:30][CH:29]=1.C([O-])([O-])=O.[K+].[K+]. Product: [C:2]1([C:28]2[CH:33]=[CH:32][CH:31]=[CH:30][CH:29]=2)[CH:7]=[CH:6][C:5]([C@@H:8]2[CH2:27][CH2:26][CH2:25][C@:9]32[N:13]([CH3:14])[C:12](=[O:15])[N:11]([C:16]2[CH:21]=[C:20]([Cl:22])[CH:19]=[C:18]([Cl:23])[CH:17]=2)[C:10]3=[O:24])=[CH:4][CH:3]=1. The catalyst class is: 108.